This data is from Forward reaction prediction with 1.9M reactions from USPTO patents (1976-2016). The task is: Predict the product of the given reaction. (1) The product is: [O:11]([C:18]1[CH:19]=[CH:20][C:21]([O:24][C:2]2[C:3]3[N:10]([C@H:26]4[CH2:27][CH2:28][C@H:29]([NH:32][C:33](=[O:39])[CH:40]=[CH2:41])[CH2:30][CH2:31]4)[CH:9]=[CH:8][C:4]=3[N:5]=[CH:6][N:7]=2)=[CH:22][CH:23]=1)[C:12]1[CH:17]=[CH:16][CH:15]=[CH:14][CH:13]=1. Given the reactants Cl[C:2]1[C:3]2[NH:10][CH:9]=[CH:8][C:4]=2[N:5]=[CH:6][N:7]=1.[O:11]([C:18]1[CH:23]=[CH:22][C:21]([OH:24])=[CH:20][CH:19]=1)[C:12]1[CH:17]=[CH:16][CH:15]=[CH:14][CH:13]=1.O[C@@H:26]1[CH2:31][CH2:30][C@H:29]([NH:32][C:33](=[O:39])OC(C)(C)C)[CH2:28][CH2:27]1.[C:40](Cl)(=O)[CH:41]=C, predict the reaction product. (2) Given the reactants [CH2:1]([C:3]([C:27]1[CH:32]=[CH:31][C:30]([OH:33])=[C:29]([CH3:34])[CH:28]=1)([C:6]1[CH:11]=[CH:10][C:9](/[CH:12]=[CH:13]/[C:14]([CH2:24][CH3:25])([OH:23])[CH2:15][CH2:16][CH2:17][CH2:18][CH2:19][CH2:20][CH2:21][CH3:22])=[C:8]([CH3:26])[CH:7]=1)[CH2:4][CH3:5])[CH3:2].C([O-])([O-])=O.[K+].[K+].C1(C)C=CC(S([CH2:50][C@H:51]2[O:55][C:54](=[O:56])[CH2:53][CH2:52]2)(=O)=O)=CC=1.C(OCC)(=O)C, predict the reaction product. The product is: [CH2:1]([C:3]([C:27]1[CH:32]=[CH:31][C:30]([O:33][CH2:50][C@H:51]2[O:55][C:54](=[O:56])[CH2:53][CH2:52]2)=[C:29]([CH3:34])[CH:28]=1)([C:6]1[CH:11]=[CH:10][C:9](/[CH:12]=[CH:13]/[C:14]([CH2:24][CH3:25])([OH:23])[CH2:15][CH2:16][CH2:17][CH2:18][CH2:19][CH2:20][CH2:21][CH3:22])=[C:8]([CH3:26])[CH:7]=1)[CH2:4][CH3:5])[CH3:2]. (3) Given the reactants Cl[C:2]1[CH:19]=[CH:18][C:5]([C:6]([NH:8][CH2:9][C:10]2[CH:15]=[CH:14][CH:13]=[C:12]([O:16][CH3:17])[CH:11]=2)=[O:7])=[CH:4][N:3]=1.[CH:20]1([NH:23][C:24](=[O:41])[C:25]2[CH:30]=[CH:29][C:28]([CH3:31])=[C:27](B3OC(C)(C)C(C)(C)O3)[CH:26]=2)[CH2:22][CH2:21]1, predict the reaction product. The product is: [CH:20]1([NH:23][C:24]([C:25]2[CH:30]=[CH:29][C:28]([CH3:31])=[C:27]([C:2]3[CH:19]=[CH:18][C:5]([C:6]([NH:8][CH2:9][C:10]4[CH:15]=[CH:14][CH:13]=[C:12]([O:16][CH3:17])[CH:11]=4)=[O:7])=[CH:4][N:3]=3)[CH:26]=2)=[O:41])[CH2:21][CH2:22]1. (4) Given the reactants [C:1]([O:5][C:6](=[O:18])[NH:7][CH2:8][CH:9]1[CH2:14][CH2:13][N:12]([CH2:15][CH2:16][NH2:17])[CH2:11][CH2:10]1)([CH3:4])([CH3:3])[CH3:2].CCN(C(C)C)C(C)C.[CH:28]1([S:31](Cl)(=[O:33])=[O:32])[CH2:30][CH2:29]1.O, predict the reaction product. The product is: [C:1]([O:5][C:6](=[O:18])[NH:7][CH2:8][CH:9]1[CH2:14][CH2:13][N:12]([CH2:15][CH2:16][NH:17][S:31]([CH:28]2[CH2:30][CH2:29]2)(=[O:33])=[O:32])[CH2:11][CH2:10]1)([CH3:4])([CH3:2])[CH3:3]. (5) Given the reactants P(Cl)(Cl)([Cl:3])=O.CN(C)[CH:8]=[O:9].[CH2:11]([N:13]1[C:17](O)=[CH:16][C:15]([C:19]([F:22])([F:21])[F:20])=[N:14]1)[CH3:12], predict the reaction product. The product is: [Cl:3][C:17]1[N:13]([CH2:11][CH3:12])[N:14]=[C:15]([C:19]([F:22])([F:21])[F:20])[C:16]=1[CH:8]=[O:9]. (6) Given the reactants [OH:1][C:2]1([CH2:8][C:9]2[CH:14]=[CH:13][CH:12]=[CH:11][CH:10]=2)[CH2:7][CH2:6][NH:5][CH2:4][CH2:3]1.[CH:15]1([C:18]2C=C(C(O)=O)C3C(=CC=CC=3)[N:19]=2)CC1, predict the reaction product. The product is: [NH2:19][CH2:18][CH2:15][N:5]1[CH2:6][CH2:7][C:2]([CH2:8][C:9]2[CH:14]=[CH:13][CH:12]=[CH:11][CH:10]=2)([OH:1])[CH2:3][CH2:4]1.